Dataset: Reaction yield outcomes from USPTO patents with 853,638 reactions. Task: Predict the reaction yield, written as a fraction of the theoretical maximum amount of product (1.0 means a 100% yield; for example, 0.34 means a 34% yield). The reactants are Cl.[NH2:2][CH:3]1[CH:10]2[CH2:11][CH:6]3[CH2:7][CH:8]([CH2:12][CH:4]1[CH2:5]3)[CH2:9]2.C([O-])(O)=O.[Na+].Cl[C:19]([O:21][C:22]1[CH:27]=[CH:26][C:25]([N+:28]([O-:30])=[O:29])=[CH:24][CH:23]=1)=[O:20]. The catalyst is CC#N. The product is [CH:10]12[CH2:11][CH:6]3[CH2:7][CH:8]([CH2:12][CH:4]([CH2:5]3)[CH:3]1[NH:2][C:19](=[O:20])[O:21][C:22]1[CH:23]=[CH:24][C:25]([N+:28]([O-:30])=[O:29])=[CH:26][CH:27]=1)[CH2:9]2. The yield is 0.630.